Predict the reaction yield, written as a fraction of the theoretical maximum amount of product (1.0 means a 100% yield; for example, 0.34 means a 34% yield). From a dataset of Reaction yield outcomes from USPTO patents with 853,638 reactions. (1) The reactants are [CH3:1][C:2]1([CH3:18])[CH2:7][O:6][CH:5]([C:8]2[CH:13]=[CH:12][C:11]([O:14][CH3:15])=[CH:10][CH:9]=2)[O:4][C@H:3]1[CH2:16][OH:17].C(N(CC)CC)C.CS(C)=O. The catalyst is ClCCl. The product is [CH3:15][O:14][C:11]1[CH:10]=[CH:9][C:8]([CH:5]2[O:4][C@@H:3]([CH:16]=[O:17])[C:2]([CH3:18])([CH3:1])[CH2:7][O:6]2)=[CH:13][CH:12]=1. The yield is 0.940. (2) The reactants are [CH3:1][C:2]1[NH:3][C:4]2[CH2:5][C:6]([CH3:28])([CH3:27])[CH2:7][C:8](=[O:26])[C:9]=2[C:10]=1[CH2:11][C:12]1[CH:17]=[CH:16][CH:15]=[CH:14][C:13]=1[S:18]([N:21]1[CH2:25][CH2:24][CH2:23][CH2:22]1)(=[O:20])=[O:19].Br[CH2:30][C:31]([O:33][CH2:34][CH3:35])=[O:32].C(=O)([O-])[O-].[K+].[K+].[I-].[K+]. The catalyst is C(#N)C.[Cl-].[NH4+].C(Cl)Cl.CO. The product is [CH3:1][C:2]1[N:3]([CH2:30][C:31]([O:33][CH2:34][CH3:35])=[O:32])[C:4]2[CH2:5][C:6]([CH3:28])([CH3:27])[CH2:7][C:8](=[O:26])[C:9]=2[C:10]=1[CH2:11][C:12]1[CH:17]=[CH:16][CH:15]=[CH:14][C:13]=1[S:18]([N:21]1[CH2:22][CH2:23][CH2:24][CH2:25]1)(=[O:20])=[O:19]. The yield is 0.840. (3) The reactants are [C:1](N1C=CN=C1)(N1C=CN=C1)=O.[F:13][C:14]1[CH:19]=[C:18]([F:20])[CH:17]=[CH:16][C:15]=1[CH:21]([N:32]1[C@H:37]([CH2:38][CH:39]([CH3:41])[CH3:40])[C:36](=[O:42])[NH:35][C@H:34]([CH:43]2[CH2:51][C:50]3[C:45](=[CH:46][CH:47]=[CH:48][CH:49]=3)[CH2:44]2)[C:33]1=[O:52])[C:22]([NH:24][C:25]1C=CC=CC=1O)=[O:23].CNC.O1CCCC1. The catalyst is ClCCl. The product is [F:13][C:14]1[CH:19]=[C:18]([F:20])[CH:17]=[CH:16][C:15]=1[C@@H:21]([N:32]1[C@H:37]([CH2:38][CH:39]([CH3:41])[CH3:40])[C:36](=[O:42])[NH:35][C@H:34]([CH:43]2[CH2:44][C:45]3[C:50](=[CH:49][CH:48]=[CH:47][CH:46]=3)[CH2:51]2)[C:33]1=[O:52])[C:22]([N:24]([CH3:1])[CH3:25])=[O:23]. The yield is 0.620. (4) The reactants are [Br:1][C:2]1[CH:7]=[CH:6][C:5]([CH2:8][OH:9])=[CH:4][C:3]=1[S:10]([NH:13][C:14]([CH3:17])([CH3:16])[CH3:15])(=[O:12])=[O:11].[C:18]([Si:22](Cl)([CH3:24])[CH3:23])([CH3:21])([CH3:20])[CH3:19].N1C=CN=C1. The catalyst is C(#N)C.O. The product is [Br:1][C:2]1[CH:7]=[CH:6][C:5]([CH2:8][O:9][Si:22]([C:18]([CH3:21])([CH3:20])[CH3:19])([CH3:24])[CH3:23])=[CH:4][C:3]=1[S:10]([NH:13][C:14]([CH3:17])([CH3:16])[CH3:15])(=[O:11])=[O:12]. The yield is 0.960.